The task is: Predict the reactants needed to synthesize the given product.. This data is from Full USPTO retrosynthesis dataset with 1.9M reactions from patents (1976-2016). (1) Given the product [S:16]1[C:20]2[CH:21]=[CH:22][CH:23]=[CH:24][C:19]=2[N:18]=[C:17]1[NH:25][C@H:26]([C:35]([O:37][C:38]([CH3:41])([CH3:40])[CH3:39])=[O:36])[CH2:27][C:28]1[CH:33]=[CH:32][C:31]([O:34][CH2:8][CH2:9][CH2:10][C:11]([O:13][CH2:14][CH3:15])=[O:12])=[CH:30][CH:29]=1, predict the reactants needed to synthesize it. The reactants are: C(O[K])(C)(C)C.Br[CH2:8][CH2:9][CH2:10][C:11]([O:13][CH2:14][CH3:15])=[O:12].[S:16]1[C:20]2[CH:21]=[CH:22][CH:23]=[CH:24][C:19]=2[N:18]=[C:17]1[NH:25][C@H:26]([C:35]([O:37][C:38]([CH3:41])([CH3:40])[CH3:39])=[O:36])[CH2:27][C:28]1[CH:33]=[CH:32][C:31]([OH:34])=[CH:30][CH:29]=1. (2) Given the product [CH3:10][O:9][CH2:8][C:5]1[N:6]=[CH:7][C:2]([B:11]([OH:15])[OH:12])=[CH:3][CH:4]=1, predict the reactants needed to synthesize it. The reactants are: Br[C:2]1[CH:3]=[CH:4][C:5]([CH2:8][O:9][CH3:10])=[N:6][CH:7]=1.[B:11]1(B2OC(C)(C)C(C)(C)O2)[O:15]C(C)(C)C(C)(C)[O:12]1.C([O-])(=O)C.[K+].C1(P(C2CCCCC2)C2CCCCC2)CCCCC1. (3) Given the product [CH2:17]([O:16][C:14](=[O:15])[CH2:13][C:12]1[N:1]=[C:2]2[CH:7]=[C:6]([O:8][CH3:9])[CH:5]=[CH:4][N:3]2[CH:11]=1)[CH3:18], predict the reactants needed to synthesize it. The reactants are: [NH2:1][C:2]1[CH:7]=[C:6]([O:8][CH3:9])[CH:5]=[CH:4][N:3]=1.Cl[CH2:11][C:12](=O)[CH2:13][C:14]([O:16][CH2:17][CH3:18])=[O:15]. (4) Given the product [CH:1]1([N:4]2[C:13]3[C:8](=[CH:9][C:10]([F:17])=[C:11]([F:16])[C:12]=3[O:14][CH3:15])[C:7](=[O:18])[C:6]3[C:19]([OH:21])=[C:26]([C:25]#[N:28])[S:24][C:5]2=3)[CH2:2][CH2:3]1, predict the reactants needed to synthesize it. The reactants are: [CH:1]1([N:4]2[C:13]3[C:8](=[CH:9][C:10]([F:17])=[C:11]([F:16])[C:12]=3[O:14][CH3:15])[C:7](=[O:18])[C:6]([C:19]([O:21]CC)=O)=[C:5]2[SH:24])[CH2:3][CH2:2]1.[CH:25]1([N:28]2C3C(=CC(F)=C(F)C=3)C(=O)C3C(O)=C(C#N)SC2=3)C[CH2:26]1. (5) The reactants are: [Cl:1][C:2]1[N:3]=[C:4]([C:9]([NH:11][C:12]2[CH:32]=[CH:31][C:15]3[N:16]([CH2:20][C:21]4[CH:22]=[C:23]([CH:28]=[CH:29][CH:30]=4)[C:24]([O:26]C)=[O:25])[CH2:17][CH2:18][O:19][C:14]=3[CH:13]=2)=[O:10])[NH:5][C:6]=1[CH2:7][CH3:8].[OH-].[Li+].CO. Given the product [Cl:1][C:2]1[N:3]=[C:4]([C:9]([NH:11][C:12]2[CH:32]=[CH:31][C:15]3[N:16]([CH2:20][C:21]4[CH:22]=[C:23]([CH:28]=[CH:29][CH:30]=4)[C:24]([OH:26])=[O:25])[CH2:17][CH2:18][O:19][C:14]=3[CH:13]=2)=[O:10])[NH:5][C:6]=1[CH2:7][CH3:8], predict the reactants needed to synthesize it.